Dataset: Forward reaction prediction with 1.9M reactions from USPTO patents (1976-2016). Task: Predict the product of the given reaction. (1) Given the reactants [O:1]=[C:2]1[CH2:11][C:10]2[CH:12]=[CH:13][CH:14]=[CH:15][C:9]=2[CH2:8][CH:7]([O:16]C(=O)C)[CH2:6][CH:5]=[CH:4][CH2:3]1.C(=O)([O-])[O-].[K+].[K+], predict the reaction product. The product is: [OH:16][CH:7]1[CH2:8][C:9]2[CH:15]=[CH:14][CH:13]=[CH:12][C:10]=2[CH2:11][C:2](=[O:1])[CH2:3][CH:4]=[CH:5][CH2:6]1. (2) Given the reactants [Br:1][C:2]1[CH:3]=[C:4]([C:8]([C:13]([O:15][C:16]([CH3:19])([CH3:18])[CH3:17])=[O:14])([CH3:12])[C:9]([OH:11])=[O:10])[CH:5]=[CH:6][CH:7]=1.[C:20]1(C)C=CC=CC=1.[Si](C=[N+]=[N-])(C)(C)C, predict the reaction product. The product is: [Br:1][C:2]1[CH:3]=[C:4]([C:8]([C:13]([O:15][C:16]([CH3:19])([CH3:18])[CH3:17])=[O:14])([CH3:12])[C:9]([O:11][CH3:20])=[O:10])[CH:5]=[CH:6][CH:7]=1. (3) Given the reactants C(OC([N:8]1[C:12]([C:13]2[CH:18]=[CH:17][C:16]([NH:19][S:20]([CH2:23][CH3:24])(=[O:22])=[O:21])=[CH:15][CH:14]=2)=[CH:11][CH:10]=[C:9]1[C:25]#[N:26])=O)(C)(C)C, predict the reaction product. The product is: [C:25]([C:9]1[NH:8][C:12]([C:13]2[CH:14]=[CH:15][C:16]([NH:19][S:20]([CH2:23][CH3:24])(=[O:22])=[O:21])=[CH:17][CH:18]=2)=[CH:11][CH:10]=1)#[N:26]. (4) Given the reactants C([O:3][C:4](=[O:37])[C:5]1[CH:10]=[C:9]([Cl:11])[C:8]([N:12]2[CH2:17][CH2:16][N:15]([C:18]3[CH:23]=[C:22]([C:24]4[CH:29]=[CH:28][C:27]([F:30])=[CH:26][CH:25]=4)[N:21]=[C:20]([N:31]4[CH2:35][CH2:34][CH2:33][CH:32]4[CH3:36])[N:19]=3)[CH2:14][CH2:13]2)=[N:7][CH:6]=1)C.O.O[Li].O.Cl, predict the reaction product. The product is: [Cl:11][C:9]1[C:8]([N:12]2[CH2:13][CH2:14][N:15]([C:18]3[CH:23]=[C:22]([C:24]4[CH:25]=[CH:26][C:27]([F:30])=[CH:28][CH:29]=4)[N:21]=[C:20]([N:31]4[CH2:35][CH2:34][CH2:33][CH:32]4[CH3:36])[N:19]=3)[CH2:16][CH2:17]2)=[N:7][CH:6]=[C:5]([CH:10]=1)[C:4]([OH:37])=[O:3]. (5) Given the reactants [NH2:1][N:2]1[C:7](=[O:8])[C:6]([C:9]2[NH:14][C:13]3[CH:15]=[CH:16][CH:17]=[CH:18][C:12]=3[S:11](=[O:20])(=[O:19])[N:10]=2)=[C:5]([OH:21])[C:4]2[S:22][CH:23]=[CH:24][C:3]1=2.[CH3:25][CH:26]([CH3:29])[CH:27]=O, predict the reaction product. The product is: [O:19]=[S:11]1(=[O:20])[C:12]2[CH:18]=[CH:17][CH:16]=[CH:15][C:13]=2[NH:14][C:9]([C:6]2[C:7](=[O:8])[N:2]([N:1]=[CH:25][CH:26]([CH3:29])[CH3:27])[C:3]3[CH:24]=[CH:23][S:22][C:4]=3[C:5]=2[OH:21])=[N:10]1. (6) Given the reactants [Si:1]([O:8][C@H:9]1[CH2:14][CH2:13][C@@:12]([C@H:16]2[CH2:24][CH2:23][C@@:22]3([CH3:25])[C@@H:18]([CH2:19][CH2:20]/[C:21]/3=[N:26]\O)[C@@H:17]2[CH2:28][NH:29][C:30](=[O:36])[O:31]C(C)(C)C)([CH3:15])[C@@H:11]([CH2:37][O:38][Si:39](C(C)(C)C)([CH3:41])[CH3:40])[CH2:10]1)([C:4]([CH3:7])([CH3:6])[CH3:5])([CH3:3])[CH3:2].S(Cl)(C1C=[CH:54][C:52]([CH3:53])=[CH:51]C=1)(=O)=O.[OH2:57], predict the reaction product. The product is: [Si:1]([O:8][C@H:9]1[CH2:14][CH2:13][C@@:12]([C@H:16]2[CH2:24][CH2:23][C@@:22]3([CH3:25])[C@@H:18]([CH2:19][CH2:20][C:21](=[O:57])[NH:26]3)[C@@H:17]2[CH2:28][NH:29][C:30](=[O:36])[O:31][C:4]([CH3:7])([CH3:6])[CH3:5])([CH3:15])[C@@H:11]([CH2:37][O:38][Si:39]([C:52]([CH3:51])([CH3:53])[CH3:54])([CH3:40])[CH3:41])[CH2:10]1)([C:4]([CH3:5])([CH3:6])[CH3:7])([CH3:2])[CH3:3]. (7) Given the reactants C(=O)([O-])[O-].[Cs+].[Cs+].[I:7][C:8]1[C:16]2[C:11](=[N:12][CH:13]=[C:14]([N+:17]([O-:19])=[O:18])[CH:15]=2)[NH:10][N:9]=1.Cl[CH2:21][C:22]1[CH:27]=[CH:26][C:25]([O:28][CH3:29])=[CH:24][CH:23]=1.O, predict the reaction product. The product is: [I:7][C:8]1[C:16]2[C:11](=[N:12][CH:13]=[C:14]([N+:17]([O-:19])=[O:18])[CH:15]=2)[N:10]([CH2:21][C:22]2[CH:27]=[CH:26][C:25]([O:28][CH3:29])=[CH:24][CH:23]=2)[N:9]=1. (8) Given the reactants Cl[S:2]([C:5]1[CH:10]=[CH:9][C:8]([C:11]2[CH:16]=[CH:15][C:14]([C:17]3[CH:22]=[CH:21][C:20]([S:23](Cl)(=O)=O)=[CH:19][CH:18]=3)=[CH:13][CH:12]=2)=[CH:7][CH:6]=1)(=O)=O.[H-].[Al+3].[Li+].[H-].[H-].[H-].Cl, predict the reaction product. The product is: [SH:2][C:5]1[CH:6]=[CH:7][C:8]([C:11]2[CH:16]=[CH:15][C:14]([C:17]3[CH:22]=[CH:21][C:20]([SH:23])=[CH:19][CH:18]=3)=[CH:13][CH:12]=2)=[CH:9][CH:10]=1. (9) The product is: [S:1]1[C:5]2[CH:6]=[CH:7][CH:8]=[CH:9][C:4]=2[N:3]=[C:2]1[O:10][C:11]1[CH:19]=[C:18]2[C:14]([C:15]([CH2:20][N:21]3[CH2:26][CH2:25][CH:24]([N:27]4[CH2:31][C@H:30]([OH:32])[CH2:29][C:28]4=[O:40])[CH2:23][CH2:22]3)=[CH:16][NH:17]2)=[CH:13][CH:12]=1. Given the reactants [S:1]1[C:5]2[CH:6]=[CH:7][CH:8]=[CH:9][C:4]=2[N:3]=[C:2]1[O:10][C:11]1[CH:19]=[C:18]2[C:14]([C:15]([CH2:20][N:21]3[CH2:26][CH2:25][CH:24]([N:27]4[CH2:31][C@H:30]([O:32][Si](C(C)(C)C)(C)C)[CH2:29][C:28]4=[O:40])[CH2:23][CH2:22]3)=[CH:16][NH:17]2)=[CH:13][CH:12]=1.Cl, predict the reaction product.